Dataset: Full USPTO retrosynthesis dataset with 1.9M reactions from patents (1976-2016). Task: Predict the reactants needed to synthesize the given product. (1) Given the product [C:9]1([C:15](=[O:7])[C:16]([C:18]2[CH:23]=[CH:22][C:21]([C:24]([F:25])([F:26])[F:27])=[CH:20][CH:19]=2)=[O:17])[CH:14]=[CH:13][CH:12]=[CH:11][CH:10]=1, predict the reactants needed to synthesize it. The reactants are: BrN1C(=[O:7])CCC1=O.[C:9]1([CH2:15][C:16]([C:18]2[CH:23]=[CH:22][C:21]([C:24]([F:27])([F:26])[F:25])=[CH:20][CH:19]=2)=[O:17])[CH:14]=[CH:13][CH:12]=[CH:11][CH:10]=1. (2) Given the product [Cl:31][C:13]1[NH:14][C:15]2[C:16](=[O:17])[N:8]([C:3]3[CH:4]=[CH:5][CH:6]=[CH:7][C:2]=3[OH:1])[C:9](=[O:23])[N:10]([CH2:18][CH2:19][CH2:20][CH2:21][CH3:22])[C:11]=2[N:12]=1, predict the reactants needed to synthesize it. The reactants are: [OH:1][C:2]1[CH:7]=[CH:6][CH:5]=[CH:4][C:3]=1[N:8]1[C:16](=[O:17])[C:15]2[NH:14][CH:13]=[N:12][C:11]=2[N:10]([CH2:18][CH2:19][CH2:20][CH2:21][CH3:22])[C:9]1=[O:23].C1C(=O)N([Cl:31])C(=O)C1. (3) Given the product [CH2:33]([O:32][C:28]1[CH:29]=[C:30]2[C:25](=[CH:26][C:27]=1[F:35])[N:24]=[C:23]([NH:36][CH2:37][CH3:38])[C:22]([CH2:21][C:6]1[C:5]3[C:10](=[CH:11][C:12]([O:13][CH3:14])=[C:3]([O:2][CH3:1])[CH:4]=3)[C:9]([CH2:15][CH2:16][CH3:17])=[N:8][C:7]=1[OH:18])=[CH:31]2)[CH3:34], predict the reactants needed to synthesize it. The reactants are: [CH3:1][O:2][C:3]1[CH:4]=[C:5]2[C:10](=[CH:11][C:12]=1[O:13][CH3:14])[C:9]([CH2:15][CH2:16][CH3:17])=[N:8][C:7]([OH:18])=[CH:6]2.Cl.Cl[CH2:21][C:22]1[C:23]([NH:36][CH2:37][CH3:38])=[N:24][C:25]2[C:30]([CH:31]=1)=[CH:29][C:28]([O:32][CH2:33][CH3:34])=[C:27]([F:35])[CH:26]=2.[Li+].[OH-]. (4) Given the product [Cl:1][C:2]1[CH:3]=[C:4]2[C:5](=[CH:6][C:7]=1[N+:8]([O-:10])=[O:9])[N:11]=[CH:14][CH:13]=[N:12]2, predict the reactants needed to synthesize it. The reactants are: [Cl:1][C:2]1[CH:3]=[C:4]([NH2:12])[C:5]([NH2:11])=[CH:6][C:7]=1[N+:8]([O-:10])=[O:9].[CH:13](=O)[CH:14]=O.O. (5) Given the product [CH3:1][O:2][C:3]1[CH:4]=[C:5]([NH:11][C:12]2[N:17]=[C:16]([N:18]3[CH:22]=[CH:21][C:20]([C:23]([F:25])([F:24])[F:26])=[N:19]3)[C:15]([C:27]3[CH:28]=[C:29]([C:35]([OH:37])=[O:36])[C:30]([S:33][CH3:34])=[N:31][CH:32]=3)=[CH:14][N:13]=2)[CH:6]=[C:7]([O:9][CH3:10])[CH:8]=1, predict the reactants needed to synthesize it. The reactants are: [CH3:1][O:2][C:3]1[CH:4]=[C:5]([NH:11][C:12]2[N:17]=[C:16]([N:18]3[CH:22]=[CH:21][C:20]([C:23]([F:26])([F:25])[F:24])=[N:19]3)[C:15]([C:27]3[CH:28]=[C:29]([C:35]([O:37]C)=[O:36])[C:30]([S:33][CH3:34])=[N:31][CH:32]=3)=[CH:14][N:13]=2)[CH:6]=[C:7]([O:9][CH3:10])[CH:8]=1.[OH-].[Na+].Cl. (6) Given the product [F:50][C:51]1[CH:62]=[CH:61][C:60]([F:63])=[CH:59][C:52]=1[O:53][CH:54]1[CH2:58][CH2:57][N:56]([C:46](=[O:48])[CH2:45][NH:44][C:42]([C:39]2[CH:38]=[C:37]([C:31]3[CH:32]=[CH:33][CH:34]=[CH:35][CH:36]=3)[O:41][N:40]=2)=[O:43])[CH2:55]1, predict the reactants needed to synthesize it. The reactants are: CCN(C(C)C)C(C)C.C1C=CC2N(O)N=NC=2C=1.CCN=C=NCCCN(C)C.[C:31]1([C:37]2[O:41][N:40]=[C:39]([C:42]([NH:44][CH2:45][C:46]([OH:48])=O)=[O:43])[CH:38]=2)[CH:36]=[CH:35][CH:34]=[CH:33][CH:32]=1.Cl.[F:50][C:51]1[CH:62]=[CH:61][C:60]([F:63])=[CH:59][C:52]=1[O:53][CH:54]1[CH2:58][CH2:57][NH:56][CH2:55]1.Cl.ClC1C=CC=CC=1OC1CCNCC1. (7) Given the product [CH2:27]([S:34][C:3]1[C:2]([Cl:1])=[CH:7][N:6]=[C:5]2[N:8]=[C:9]([C:11]3[CH:12]=[CH:13][C:14]([O:17][CH2:18][CH2:19][N:20]4[CH2:25][CH2:24][O:23][CH2:22][CH2:21]4)=[CH:15][CH:16]=3)[NH:10][C:4]=12)[C:28]1[CH:33]=[CH:32][CH:31]=[CH:30][CH:29]=1, predict the reactants needed to synthesize it. The reactants are: [Cl:1][C:2]1[C:3](Cl)=[C:4]2[N:10]=[C:9]([C:11]3[CH:16]=[CH:15][C:14]([O:17][CH2:18][CH2:19][N:20]4[CH2:25][CH2:24][O:23][CH2:22][CH2:21]4)=[CH:13][CH:12]=3)[NH:8][C:5]2=[N:6][CH:7]=1.[CH2:27]([SH:34])[C:28]1[CH:33]=[CH:32][CH:31]=[CH:30][CH:29]=1.C([O-])(C)(C)C.